From a dataset of Peptide-MHC class II binding affinity with 134,281 pairs from IEDB. Regression. Given a peptide amino acid sequence and an MHC pseudo amino acid sequence, predict their binding affinity value. This is MHC class II binding data. (1) The peptide sequence is KDKWIELKESWGAIW. The MHC is DRB1_1001 with pseudo-sequence DRB1_1001. The binding affinity (normalized) is 0.599. (2) The MHC is DRB1_0404 with pseudo-sequence DRB1_0404. The binding affinity (normalized) is 0.182. The peptide sequence is LVGPTPVNIIGRNLMTQIGC. (3) The peptide sequence is DESWQQFRQELIPLL. The MHC is DRB5_0101 with pseudo-sequence DRB5_0101. The binding affinity (normalized) is 0.548. (4) The peptide sequence is YDKFLFNVSTVLTGK. The MHC is DRB1_0404 with pseudo-sequence DRB1_0404. The binding affinity (normalized) is 0.387. (5) The peptide sequence is SEFAYGSFVRTVSLP. The MHC is HLA-DQA10501-DQB10301 with pseudo-sequence HLA-DQA10501-DQB10301. The binding affinity (normalized) is 0.572. (6) The MHC is DRB1_0301 with pseudo-sequence DRB1_0301. The binding affinity (normalized) is 0.284. The peptide sequence is EEALNVALAVVTLLA.